From a dataset of Full USPTO retrosynthesis dataset with 1.9M reactions from patents (1976-2016). Predict the reactants needed to synthesize the given product. Given the product [S:7]1[CH:11]=[CH:10][C:9]2[C:12]([N:16]3[CH2:17][CH2:18][N:19]([CH2:22][CH2:23][CH2:24][OH:25])[CH2:20][CH2:21]3)=[CH:13][CH:14]=[CH:15][C:8]1=2, predict the reactants needed to synthesize it. The reactants are: [H-].[Al+3].[Li+].[H-].[H-].[H-].[S:7]1[CH:11]=[CH:10][C:9]2[C:12]([N:16]3[CH2:21][CH2:20][N:19]([CH2:22][CH2:23][C:24](OCC)=[O:25])[CH2:18][CH2:17]3)=[CH:13][CH:14]=[CH:15][C:8]1=2.O.[OH-].[Na+].